Predict the product of the given reaction. From a dataset of Forward reaction prediction with 1.9M reactions from USPTO patents (1976-2016). Given the reactants C(O)(=O)C(O)=O.[CH2:7]([NH:9][NH2:10])[CH3:8].O=[C:12]([C:18]1[CH:23]=[N:22][CH:21]=[CH:20][N:19]=1)[CH2:13][C:14](OC)=[O:15], predict the reaction product. The product is: [CH2:7]([N:9]1[C:14]([OH:15])=[CH:13][C:12]([C:18]2[CH:23]=[N:22][CH:21]=[CH:20][N:19]=2)=[N:10]1)[CH3:8].